Task: Regression. Given a peptide amino acid sequence and an MHC pseudo amino acid sequence, predict their binding affinity value. This is MHC class II binding data.. Dataset: Peptide-MHC class II binding affinity with 134,281 pairs from IEDB (1) The peptide sequence is GNQEGSLKTALTGAM. The MHC is DRB1_0404 with pseudo-sequence DRB1_0404. The binding affinity (normalized) is 0.648. (2) The peptide sequence is VKTITNDQIEVTNAT. The MHC is DRB1_0701 with pseudo-sequence DRB1_0701. The binding affinity (normalized) is 0.222. (3) The peptide sequence is VWLAYKVAAAGVSYHDRR. The MHC is DRB1_0301 with pseudo-sequence DRB1_0301. The binding affinity (normalized) is 0.165. (4) The MHC is HLA-DPA10103-DPB10301 with pseudo-sequence HLA-DPA10103-DPB10301. The peptide sequence is ATPEAKFDSFVAAFT. The binding affinity (normalized) is 0.373. (5) The peptide sequence is EGRRAKLRSAGEVEI. The MHC is DRB3_0101 with pseudo-sequence DRB3_0101. The binding affinity (normalized) is 0.102. (6) The peptide sequence is ASRELERFAVNPGLL. The binding affinity (normalized) is 0.116. The MHC is HLA-DPA10201-DPB10101 with pseudo-sequence HLA-DPA10201-DPB10101.